This data is from Peptide-MHC class II binding affinity with 134,281 pairs from IEDB. The task is: Regression. Given a peptide amino acid sequence and an MHC pseudo amino acid sequence, predict their binding affinity value. This is MHC class II binding data. (1) The peptide sequence is NLQLQPYSFITTLSND. The MHC is H-2-IAb with pseudo-sequence H-2-IAb. The binding affinity (normalized) is 0.731. (2) The peptide sequence is ECGGILQAYDLRDAP. The MHC is DRB1_0405 with pseudo-sequence DRB1_0405. The binding affinity (normalized) is 0.675. (3) The peptide sequence is KIIGGIGGFVKVRQYDQIPI. The MHC is DRB1_1201 with pseudo-sequence DRB1_1201. The binding affinity (normalized) is 0.233.